This data is from Full USPTO retrosynthesis dataset with 1.9M reactions from patents (1976-2016). The task is: Predict the reactants needed to synthesize the given product. (1) The reactants are: [F:1][C:2]1[CH:21]=[CH:20][CH:19]=[CH:18][C:3]=1[CH2:4][N:5]1[C:9]([C:10]2[CH:14]=[CH:13][O:12][N:11]=2)=[CH:8][C:7]([C:15](=[NH:17])[NH2:16])=[N:6]1.[F:22][CH:23]([C:29](OCC)=[O:30])[C:24](OCC)=[O:25].C1CCN2C(=NCCC2)CC1. Given the product [F:22][C:23]1[C:24](=[O:25])[NH:17][C:15]([C:7]2[CH:8]=[C:9]([C:10]3[CH:14]=[CH:13][O:12][N:11]=3)[N:5]([CH2:4][C:3]3[CH:18]=[CH:19][CH:20]=[CH:21][C:2]=3[F:1])[N:6]=2)=[N:16][C:29]=1[OH:30], predict the reactants needed to synthesize it. (2) Given the product [F:7][C:8]1[CH:13]=[CH:12][C:11]([N:14]2[C:18]([C:19]3[CH:29]=[CH:28][C:22]4[O:23][CH2:24][C:25](=[O:27])[NH:26][C:21]=4[CH:20]=3)=[CH:17][C:16]([C:30]#[N:32])=[N:15]2)=[CH:10][CH:9]=1, predict the reactants needed to synthesize it. The reactants are: C(Cl)(=O)C(Cl)=O.[F:7][C:8]1[CH:13]=[CH:12][C:11]([N:14]2[C:18]([C:19]3[CH:29]=[CH:28][C:22]4[O:23][CH2:24][C:25](=[O:27])[NH:26][C:21]=4[CH:20]=3)=[CH:17][C:16]([C:30]([NH2:32])=O)=[N:15]2)=[CH:10][CH:9]=1. (3) Given the product [CH3:1][O:2][C:3](=[O:21])[CH2:4][C:5]1[CH:10]=[C:9]([O:11][S:30]([C:29]([F:42])([F:41])[F:28])(=[O:32])=[O:31])[CH:8]=[C:7]([O:12][CH2:13][C:14]2[CH:15]=[CH:16][C:17]([F:20])=[CH:18][CH:19]=2)[CH:6]=1, predict the reactants needed to synthesize it. The reactants are: [CH3:1][O:2][C:3](=[O:21])[CH2:4][C:5]1[CH:10]=[C:9]([OH:11])[CH:8]=[C:7]([O:12][CH2:13][C:14]2[CH:19]=[CH:18][C:17]([F:20])=[CH:16][CH:15]=2)[CH:6]=1.N1C=CC=CC=1.[F:28][C:29]([F:42])([F:41])[S:30](O[S:30]([C:29]([F:42])([F:41])[F:28])(=[O:32])=[O:31])(=[O:32])=[O:31]. (4) Given the product [N:1]1[CH:6]=[CH:5][CH:4]=[N:3][C:2]=1[N:7]([CH:8]1[CH2:9][CH2:10][N:11]([C:14]([O:16][C:17]([CH3:20])([CH3:19])[CH3:18])=[O:15])[CH2:12][CH2:13]1)[CH2:33][CH:32]=[CH2:31], predict the reactants needed to synthesize it. The reactants are: [N:1]1[CH:6]=[CH:5][CH:4]=[N:3][C:2]=1[NH:7][CH:8]1[CH2:13][CH2:12][N:11]([C:14]([O:16][C:17]([CH3:20])([CH3:19])[CH3:18])=[O:15])[CH2:10][CH2:9]1.C[Si](C)(C)[N-][Si](C)(C)C.[Na+].[CH2:31](Br)[CH:32]=[CH2:33].[Cl-].[NH4+]. (5) Given the product [ClH:1].[C:33]([CH2:35][C:36]1[CH:41]=[CH:40][C:39]([C:2]2[C:3]([N:8]3[CH2:13][CH2:12][N:11]([CH2:14][CH2:15][N:16]([CH3:26])[S:17]([C:20]4[CH:21]=[N:22][N:23]([CH3:25])[CH:24]=4)(=[O:19])=[O:18])[CH2:10][CH2:9]3)=[N:4][CH:5]=[CH:6][N:7]=2)=[CH:38][CH:37]=1)#[N:34], predict the reactants needed to synthesize it. The reactants are: [Cl:1][C:2]1[C:3]([N:8]2[CH2:13][CH2:12][N:11]([CH2:14][CH2:15][N:16]([CH3:26])[S:17]([C:20]3[CH:21]=[N:22][N:23]([CH3:25])[CH:24]=3)(=[O:19])=[O:18])[CH2:10][CH2:9]2)=[N:4][CH:5]=[CH:6][N:7]=1.COCCOC.[C:33]([CH2:35][C:36]1[CH:41]=[CH:40][C:39](B(O)O)=[CH:38][CH:37]=1)#[N:34].C(=O)([O-])[O-].[K+].[K+]. (6) Given the product [CH3:21][S:26]([C:3]1[N:8]=[C:7]([CH2:9][CH2:10][CH2:11][OH:12])[CH:6]=[C:5]([C:13]2[CH:18]=[CH:17][C:16]([CH3:19])=[C:15]([CH3:20])[CH:14]=2)[N:4]=1)(=[O:28])=[O:25], predict the reactants needed to synthesize it. The reactants are: CS[C:3]1[N:8]=[C:7]([CH2:9][CH2:10][CH2:11][OH:12])[CH:6]=[C:5]([C:13]2[CH:18]=[CH:17][C:16]([CH3:19])=[C:15]([CH3:20])[CH:14]=2)[N:4]=1.[CH3:21]O.O.O[O:25][S:26]([O-:28])=O.[K+]. (7) Given the product [Br:12][C:13]1[CH:14]=[C:15](/[CH:16]=[C:8](/[C:5]2[CH:6]=[CH:7][C:2]([Cl:1])=[CH:3][C:4]=2[F:11])\[C:9]#[N:10])[CH:18]=[CH:19][CH:20]=1, predict the reactants needed to synthesize it. The reactants are: [Cl:1][C:2]1[CH:7]=[CH:6][C:5]([CH2:8][C:9]#[N:10])=[C:4]([F:11])[CH:3]=1.[Br:12][C:13]1[CH:14]=[C:15]([CH:18]=[CH:19][CH:20]=1)[CH:16]=O.C[O-].[Na+]. (8) Given the product [CH2:18]([N:17]([CH2:20][CH3:21])[CH2:16][CH2:15][N:14]1[CH2:13][CH2:12][C:7]2[NH:8][CH:9]=[C:10]([CH3:11])[C:6]=2[C:4]1=[O:3])[CH3:19], predict the reactants needed to synthesize it. The reactants are: C([O:3][C:4]([C:6]1[C:10]([CH3:11])=[CH:9][NH:8][C:7]=1[CH2:12][CH2:13][NH:14][CH2:15][CH2:16][N:17]([CH2:20][CH3:21])[CH2:18][CH3:19])=O)C.C[Al](C)C.Cl.[OH-].[Na+].